Dataset: Forward reaction prediction with 1.9M reactions from USPTO patents (1976-2016). Task: Predict the product of the given reaction. (1) Given the reactants C[O:2][C:3](=[O:24])[CH2:4][N:5]1[C:9](=[O:10])[N:8](/[CH:11]=[CH:12]/[C:13]([F:16])([F:15])[F:14])[C:7]([C:17]2[CH:22]=[CH:21][C:20]([Cl:23])=[CH:19][CH:18]=2)=[N:6]1.[OH-].[Li+].Cl, predict the reaction product. The product is: [Cl:23][C:20]1[CH:21]=[CH:22][C:17]([C:7]2[N:8](/[CH:11]=[CH:12]/[C:13]([F:15])([F:14])[F:16])[C:9](=[O:10])[N:5]([CH2:4][C:3]([OH:24])=[O:2])[N:6]=2)=[CH:18][CH:19]=1. (2) Given the reactants [CH3:1][O:2][C:3]1[CH:20]=[CH:19][C:18]2[C:5](=[CH:6][CH:7]=[C:8]3[C:17]=2[CH:16]([C:21]2[CH:26]=[CH:25][C:24]([O:27][CH2:28][CH2:29][N:30]4[CH2:35][CH2:34][CH2:33][CH2:32][CH2:31]4)=[CH:23][CH:22]=2)[O:15][C:14]2[C:9]3=[CH:10][CH:11]=[C:12](OS(C(F)(F)F)(=O)=O)[CH:13]=2)[CH:4]=1.[CH3:44][OH:45].C(N(CC)CC)C.CN([CH:56]=[O:57])C, predict the reaction product. The product is: [CH3:44][O:45][C:56]([C:12]1[CH:13]=[C:14]2[C:9](=[CH:10][CH:11]=1)[C:8]1[C:17](=[C:18]3[C:5](=[CH:6][CH:7]=1)[CH:4]=[C:3]([O:2][CH3:1])[CH:20]=[CH:19]3)[CH:16]([C:21]1[CH:22]=[CH:23][C:24]([O:27][CH2:28][CH2:29][N:30]3[CH2:35][CH2:34][CH2:33][CH2:32][CH2:31]3)=[CH:25][CH:26]=1)[O:15]2)=[O:57].